This data is from Forward reaction prediction with 1.9M reactions from USPTO patents (1976-2016). The task is: Predict the product of the given reaction. (1) Given the reactants [CH2:1]([O:8][C:9]1[CH:13]=[C:12]([C:14](OC)=[O:15])[N:11]([CH:18]([CH3:20])[CH3:19])[N:10]=1)[C:2]1[CH:7]=[CH:6][CH:5]=[CH:4][CH:3]=1.[H-].[Al+3].[Li+].[H-].[H-].[H-].C(O)C.O, predict the reaction product. The product is: [CH2:1]([O:8][C:9]1[CH:13]=[C:12]([CH2:14][OH:15])[N:11]([CH:18]([CH3:20])[CH3:19])[N:10]=1)[C:2]1[CH:3]=[CH:4][CH:5]=[CH:6][CH:7]=1. (2) Given the reactants [OH:1][C:2]1[CH:24]=[C:23]([OH:25])[C:22]([CH:26]([CH3:28])[CH3:27])=[CH:21][C:3]=1[C:4](=S)[NH:5][C:6]1[CH:11]=[CH:10][C:9]([CH2:12][N:13]2[CH2:18][CH2:17][N:16]([CH3:19])[CH2:15][CH2:14]2)=[CH:8][CH:7]=1.[C:29]([NH:37][NH2:38])(=O)[C:30]1[CH:35]=[CH:34][CH:33]=[N:32][CH:31]=1.N1C=CC=CC=1.O, predict the reaction product. The product is: [CH:26]([C:22]1[CH:21]=[C:3]([C:4]2[N:5]([C:6]3[CH:11]=[CH:10][C:9]([CH2:12][N:13]4[CH2:18][CH2:17][N:16]([CH3:19])[CH2:15][CH2:14]4)=[CH:8][CH:7]=3)[C:29]([C:30]3[CH:31]=[N:32][CH:33]=[CH:34][CH:35]=3)=[N:37][N:38]=2)[C:2]([OH:1])=[CH:24][C:23]=1[OH:25])([CH3:28])[CH3:27]. (3) Given the reactants [N-:1]=[N+:2]=[N-:3].[Na+].[F:5][C:6]([F:19])([F:18])[O:7][C:8]1[CH:9]=[C:10]([CH:15]=[CH:16][CH:17]=1)[C:11](=[O:14])[CH2:12]Br, predict the reaction product. The product is: [N:1]([CH2:12][C:11]([C:10]1[CH:15]=[CH:16][CH:17]=[C:8]([O:7][C:6]([F:5])([F:18])[F:19])[CH:9]=1)=[O:14])=[N+:2]=[N-:3]. (4) Given the reactants BrC[CH2:3][C:4]1[CH:9]=[CH:8][C:7]([O:10][CH3:11])=[C:6]([O:12][CH3:13])[CH:5]=1.O.O.[Na+].[C:17]1([S:23]([O-])(=[O:25])=[O:24])[CH:22]=[CH:21][CH:20]=[CH:19][CH:18]=1.CN(C=O)C.O, predict the reaction product. The product is: [CH3:11][O:10][C:7]1[CH:8]=[CH:9][C:4]([CH2:3][S:23]([C:17]2[CH:22]=[CH:21][CH:20]=[CH:19][CH:18]=2)(=[O:25])=[O:24])=[CH:5][C:6]=1[O:12][CH3:13]. (5) Given the reactants [Cl:1][C:2]1[N:6]([C:7]2[CH:12]=[C:11]([S:13][CH2:14][C:15]([F:18])([F:17])[F:16])[C:10]([CH3:19])=[CH:9][C:8]=2[F:20])[N:5]=[C:4]([O:21][C:22]([F:30])([F:29])[CH:23]([F:28])[C:24]([F:27])([F:26])[F:25])[CH:3]=1.ClC1C=CC=C(C(OO)=[O:39])C=1, predict the reaction product. The product is: [Cl:1][C:2]1[N:6]([C:7]2[CH:12]=[C:11]([S:13]([CH2:14][C:15]([F:18])([F:17])[F:16])=[O:39])[C:10]([CH3:19])=[CH:9][C:8]=2[F:20])[N:5]=[C:4]([O:21][C:22]([F:30])([F:29])[CH:23]([F:28])[C:24]([F:25])([F:26])[F:27])[CH:3]=1. (6) Given the reactants C([O-])(=O)C.[CH2:5]([N+:9]1[CH:13]=[CH:12][N:11]([CH3:14])[CH:10]=1)[CH2:6][CH2:7][CH3:8].[C:15]([O:21]C1C=CC([N+]([O-])=O)=CC=1CC(C1C=CC(OC)=CC=1)=O)(=[O:20])[CH2:16][CH2:17][CH2:18][CH3:19], predict the reaction product. The product is: [C:15]([O-:21])(=[O:20])[CH2:16][CH2:17][CH2:18][CH3:19].[CH2:5]([N+:9]1[CH:13]=[CH:12][N:11]([CH3:14])[CH:10]=1)[CH2:6][CH2:7][CH3:8].